This data is from Forward reaction prediction with 1.9M reactions from USPTO patents (1976-2016). The task is: Predict the product of the given reaction. (1) Given the reactants Br[CH:2]1[CH2:8][CH2:7][N:6]([CH2:9][CH:10]2[CH2:14][CH2:13][CH2:12][O:11]2)[C:5]2[N:15]([CH2:18][C:19]3[CH:24]=[CH:23][C:22]([O:25][CH3:26])=[CH:21][CH:20]=3)[N:16]=[CH:17][C:4]=2[C:3]1=O.[CH3:28][C:29]1[CH:34]=[CH:33][N:32]=[C:31]([NH:35][C:36]([NH2:38])=[S:37])[N:30]=1, predict the reaction product. The product is: [CH3:26][O:25][C:22]1[CH:23]=[CH:24][C:19]([CH2:18][N:15]2[C:5]3[N:6]([CH2:9][CH:10]4[CH2:14][CH2:13][CH2:12][O:11]4)[CH2:7][CH2:8][C:2]4[S:37][C:36]([NH:35][C:31]5[N:30]=[C:29]([CH3:28])[CH:34]=[CH:33][N:32]=5)=[N:38][C:3]=4[C:4]=3[CH:17]=[N:16]2)=[CH:20][CH:21]=1. (2) Given the reactants [CH:1]1([C:4]2[C:12]([NH:13][S:14]([CH3:17])(=[O:16])=[O:15])=[CH:11][C:10]3[C:6](=[C:7]([C:25]([NH:27][CH3:28])=[O:26])[N:8]([C:18]4[CH:23]=[CH:22][C:21]([CH3:24])=[CH:20][N:19]=4)[N:9]=3)[CH:5]=2)[CH2:3][CH2:2]1.C(=O)([O-])[O-].[K+].[K+].Br[CH2:36][CH2:37][OH:38], predict the reaction product. The product is: [CH:1]1([C:4]2[C:12]([N:13]([CH2:36][CH2:37][OH:38])[S:14]([CH3:17])(=[O:15])=[O:16])=[CH:11][C:10]3[C:6](=[C:7]([C:25]([NH:27][CH3:28])=[O:26])[N:8]([C:18]4[CH:23]=[CH:22][C:21]([CH3:24])=[CH:20][N:19]=4)[N:9]=3)[CH:5]=2)[CH2:2][CH2:3]1. (3) Given the reactants Br[C:2]1[CH:3]=[N:4][CH:5]=[CH:6][C:7]=1[O:8][C:9]1[C:14]([F:15])=[CH:13][C:12]([NH:16][C:17]([C:19]2[C:20](=[O:32])[N:21]([C:25]3[CH:30]=[CH:29][C:28]([F:31])=[CH:27][CH:26]=3)[CH:22]=[CH:23][CH:24]=2)=[O:18])=[C:11]([F:33])[CH:10]=1.CC1(C)C(C)(C)OB([C:42]2[CH:43]=[N:44][N:45]([CH2:47][C:48]#[N:49])[CH:46]=2)O1.C(=O)([O-])[O-].[K+].[K+].C([O-])(O)=O.[Na+], predict the reaction product. The product is: [C:48]([CH2:47][N:45]1[CH:46]=[C:42]([C:2]2[CH:3]=[N:4][CH:5]=[CH:6][C:7]=2[O:8][C:9]2[C:14]([F:15])=[CH:13][C:12]([NH:16][C:17]([C:19]3[C:20](=[O:32])[N:21]([C:25]4[CH:30]=[CH:29][C:28]([F:31])=[CH:27][CH:26]=4)[CH:22]=[CH:23][CH:24]=3)=[O:18])=[C:11]([F:33])[CH:10]=2)[CH:43]=[N:44]1)#[N:49]. (4) Given the reactants Cl[C:2]1[N:3]=[C:4]([N:12]2[CH2:17][CH2:16][O:15][CH2:14][C@@H:13]2[CH3:18])[C:5]2[CH2:10][N:9]([CH3:11])[CH2:8][C:6]=2[N:7]=1.[CH3:19][C:20]1[O:24][N:23]=[C:22]([NH:25][C:26]([NH:28][C:29]2[CH:34]=[CH:33][C:32](B3OC(C)(C)C(C)(C)O3)=[CH:31][CH:30]=2)=[O:27])[CH:21]=1, predict the reaction product. The product is: [CH3:11][N:9]1[CH2:10][C:5]2[C:4]([N:12]3[CH2:17][CH2:16][O:15][CH2:14][C@@H:13]3[CH3:18])=[N:3][C:2]([C:32]3[CH:33]=[CH:34][C:29]([NH:28][C:26]([NH:25][C:22]4[CH:21]=[C:20]([CH3:19])[O:24][N:23]=4)=[O:27])=[CH:30][CH:31]=3)=[N:7][C:6]=2[CH2:8]1. (5) Given the reactants C(C1N=CC(N[C:10](=[O:27])[CH:11]([NH:15][C:16](=[O:26])[CH2:17][C:18]2[CH:23]=[C:22]([F:24])[CH:21]=[C:20]([F:25])[CH:19]=2)[CH2:12][CH2:13][CH3:14])=NC=1)=O.C1(C(N)C)C=CC=CC=1.S([O-])([O-])(=O)=[O:38].[Na+].[Na+].C(O[BH-](OC(=O)C)OC(=O)C)(=O)C.[Na+], predict the reaction product. The product is: [F:24][C:22]1[CH:23]=[C:18]([CH2:17][C:16]([NH:15][CH:11]([CH2:12][CH2:13][CH3:14])[C:10]([OH:27])=[O:38])=[O:26])[CH:19]=[C:20]([F:25])[CH:21]=1. (6) Given the reactants OO.C(OC(C(F)(F)F)=O)(C(F)(F)F)=[O:4].[CH3:16][N:17]([CH3:35])[CH2:18][CH2:19][CH2:20][C:21]1[N:22]=[N+:23]([O-:34])[C:24]2[CH:33]=[C:32]3[C:28]([CH2:29][CH2:30][CH2:31]3)=[CH:27][C:25]=2[N:26]=1.C(O)(C(F)(F)F)=O, predict the reaction product. The product is: [O-:34][N+:23]1[C:24]2[CH:33]=[C:32]3[C:28](=[CH:27][C:25]=2[N+:26]([O-:4])=[C:21]([CH2:20][CH2:19][CH2:18][N:17]([CH3:16])[CH3:35])[N:22]=1)[CH2:29][CH2:30][CH2:31]3.